Dataset: Catalyst prediction with 721,799 reactions and 888 catalyst types from USPTO. Task: Predict which catalyst facilitates the given reaction. (1) Reactant: Cl[C:2]1[C:7]([N+:8]([O-:10])=[O:9])=[CH:6][CH:5]=[CH:4][N:3]=1.[CH2:11]([NH2:13])[CH3:12].O. Product: [CH2:11]([NH:13][C:2]1[C:7]([N+:8]([O-:10])=[O:9])=[CH:6][CH:5]=[CH:4][N:3]=1)[CH3:12]. The catalyst class is: 1. (2) Reactant: N[C:2]1[CH:9]=[C:8]([Cl:10])[C:5]([C:6]#[N:7])=[C:4]([Cl:11])[CH:3]=1.N([O-])=O.[Na+].[I-:16].[K+]. Product: [Cl:10][C:8]1[CH:9]=[C:2]([I:16])[CH:3]=[C:4]([Cl:11])[C:5]=1[C:6]#[N:7]. The catalyst class is: 126. (3) Reactant: [F:1][C:2]1[CH:31]=[C:30]([F:32])[CH:29]=[CH:28][C:3]=1[O:4][C:5]1[CH:10]=[CH:9][C:8]([S:11]([CH3:14])(=[O:13])=[O:12])=[CH:7][C:6]=1[C:15]1[C:16]2[CH:25]=[C:24]([CH:26]=O)[NH:23][C:17]=2[C:18](=[O:22])[N:19]([CH3:21])[CH:20]=1.Cl.[CH3:34][NH:35][CH3:36].C([BH3-])#N.[Na+]. Product: [F:1][C:2]1[CH:31]=[C:30]([F:32])[CH:29]=[CH:28][C:3]=1[O:4][C:5]1[CH:10]=[CH:9][C:8]([S:11]([CH3:14])(=[O:12])=[O:13])=[CH:7][C:6]=1[C:15]1[C:16]2[CH:25]=[C:24]([CH2:26][N:35]([CH3:36])[CH3:34])[NH:23][C:17]=2[C:18](=[O:22])[N:19]([CH3:21])[CH:20]=1. The catalyst class is: 466. (4) Reactant: O1CCCC1.B.[CH2:7]([N:14]1[C:23](=O)[C:22]([F:26])([F:25])[C:21]2[C:16](=[CH:17][CH:18]=[CH:19][CH:20]=2)[CH:15]1[C:27]1[CH:32]=[CH:31][C:30]([C:33]([F:36])([F:35])[F:34])=[CH:29][CH:28]=1)[C:8]1[CH:13]=[CH:12][CH:11]=[CH:10][CH:9]=1.Cl. Product: [CH2:7]([N:14]1[CH2:23][C:22]([F:26])([F:25])[C:21]2[C:16](=[CH:17][CH:18]=[CH:19][CH:20]=2)[CH:15]1[C:27]1[CH:28]=[CH:29][C:30]([C:33]([F:36])([F:34])[F:35])=[CH:31][CH:32]=1)[C:8]1[CH:13]=[CH:12][CH:11]=[CH:10][CH:9]=1. The catalyst class is: 1.